From a dataset of Full USPTO retrosynthesis dataset with 1.9M reactions from patents (1976-2016). Predict the reactants needed to synthesize the given product. (1) Given the product [Br:1][C:2]1[CH:7]=[CH:6][C:5]([C:8]([OH:13])([C:22]([F:25])([F:24])[F:23])[C:9]([F:11])([F:12])[F:10])=[CH:4][C:3]=1[C:14]([F:15])([F:16])[F:17], predict the reactants needed to synthesize it. The reactants are: [Br:1][C:2]1[CH:7]=[CH:6][C:5]([CH:8]([OH:13])[C:9]([F:12])([F:11])[F:10])=[CH:4][C:3]=1[C:14]([F:17])([F:16])[F:15].[Si]([C:22]([F:25])([F:24])[F:23])(C)(C)C.[F-].[Cs+].Cl. (2) Given the product [C:1]1([C:20]2[CH:25]=[CH:24][CH:23]=[CH:22][CH:21]=2)[CH:6]=[CH:5][C:4]([CH2:7][C@@H:8]([NH:12][C:13](=[O:14])[O:15][C:16]([CH3:17])([CH3:18])[CH3:19])[C:9]([N:60]2[CH2:61][CH2:62][CH:57]([N:48]3[N:47]=[C:46]([C:40]4[CH:41]=[CH:42][C:43]([O:44][CH3:45])=[C:38]([O:37][CH3:36])[CH:39]=4)[C@@H:55]4[C@@H:50]([CH2:51][CH2:52][CH2:53][CH2:54]4)[C:49]3=[O:56])[CH2:58][CH2:59]2)=[O:11])=[CH:3][CH:2]=1, predict the reactants needed to synthesize it. The reactants are: [C:1]1([C:20]2[CH:25]=[CH:24][CH:23]=[CH:22][CH:21]=2)[CH:6]=[CH:5][C:4]([CH2:7][C@@H:8]([NH:12][C:13]([O:15][C:16]([CH3:19])([CH3:18])[CH3:17])=[O:14])[C:9]([OH:11])=O)=[CH:3][CH:2]=1.CCN(C(C)C)C(C)C.Cl.[CH3:36][O:37][C:38]1[CH:39]=[C:40]([C:46]2[C@@H:55]3[C@@H:50]([CH2:51][CH2:52][CH2:53][CH2:54]3)[C:49](=[O:56])[N:48]([CH:57]3[CH2:62][CH2:61][NH:60][CH2:59][CH2:58]3)[N:47]=2)[CH:41]=[CH:42][C:43]=1[O:44][CH3:45].CCOC(C(C#N)=NOC(N1CCOCC1)=[N+](C)C)=O.F[P-](F)(F)(F)(F)F.C(=O)(O)[O-].[Na+]. (3) Given the product [CH3:1][C:2]1[N:7]=[C:6]([N:8]2[CH2:13][CH2:12][C:11](=[CH:14][C:15]#[C:16][C:36]3([CH2:40][C:41](=[O:43])[CH3:42])[CH:35]=[CH:34][CH:39]=[CH:38][CH2:37]3)[CH2:10][CH2:9]2)[C:5]([N+:17]([O-:19])=[O:18])=[CH:4][CH:3]=1, predict the reactants needed to synthesize it. The reactants are: [CH3:1][C:2]1[N:7]=[C:6]([N:8]2[CH2:13][CH2:12][C:11](=[CH:14][C:15]#[CH:16])[CH2:10][CH2:9]2)[C:5]([N+:17]([O-:19])=[O:18])=[CH:4][CH:3]=1.C[Si](C)(C)C#CC=C1CCNCC1.Br[C:34]1[CH:35]=[C:36]([CH2:40][C:41](=[O:43])[CH3:42])[CH:37]=[CH:38][CH:39]=1.O.[F-].C([N+](CCCC)(CCCC)CCCC)CCC. (4) The reactants are: C(OC([C:11]1[C:19]2[C:14](=[CH:15][CH:16]=[C:17](CCOS(C)(=O)=O)[CH:18]=2)[NH:13][C:12]=1C)=O)C1C=CC=CC=1.CC12CC([NH:34]C1)CC(C)(C)C2. Given the product [NH:13]1[C:14]2[C:19](=[CH:18][CH:17]=[CH:16][CH:15]=2)[CH:11]=[C:12]1[NH2:34], predict the reactants needed to synthesize it. (5) Given the product [NH2:8][C:6]1[CH:5]=[CH:4][C:3]([CH:11]2[C:17](=[O:18])[CH:16]3[CH2:19][CH:13]([CH2:14][CH2:15]3)[C:12]2=[O:20])=[C:2]([CH3:1])[CH:7]=1, predict the reactants needed to synthesize it. The reactants are: [CH3:1][C:2]1[CH:7]=[C:6]([N+:8]([O-])=O)[CH:5]=[CH:4][C:3]=1[CH:11]1[C:17](=[O:18])[CH:16]2[CH2:19][CH:13]([CH2:14][CH2:15]2)[C:12]1=[O:20].C(O)C. (6) Given the product [C:44]([CH2:43][CH2:42][C:41]([C:8]1[C:7]2[C:11](=[CH:12][CH:13]=[C:5]([C:3]([OH:4])=[O:2])[CH:6]=2)[N:10]([CH2:14][C:15](=[O:35])[CH2:16][O:17][C:18]2[CH:23]=[CH:22][C:21]([O:24][C:25]3[CH:26]=[CH:27][C:28]([C:31]([F:34])([F:32])[F:33])=[CH:29][CH:30]=3)=[CH:20][CH:19]=2)[CH:9]=1)=[O:48])([OH:46])=[O:45], predict the reactants needed to synthesize it. The reactants are: C[O:2][C:3]([C:5]1[CH:6]=[C:7]2[C:11](=[CH:12][CH:13]=1)[N:10]([CH2:14][C:15](OCC)([O:35]CC)[CH2:16][O:17][C:18]1[CH:23]=[CH:22][C:21]([O:24][C:25]3[CH:30]=[CH:29][C:28]([C:31]([F:34])([F:33])[F:32])=[CH:27][CH:26]=3)=[CH:20][CH:19]=1)[CH:9]=[C:8]2[C:41](=[O:48])[CH2:42][CH2:43][C:44]([O:46]C)=[O:45])=[O:4].[OH-].[Na+].Cl.O1CCCC1. (7) The reactants are: Br[C:2]1[CH:7]=[C:6]([Br:8])[N:5]=[C:4]([C:9]#[N:10])[C:3]=1[OH:11].[CH3:12][O-:13].[Na+].C[O-]. Given the product [Br:8][C:6]1[N:5]=[C:4]([C:9]#[N:10])[C:3]([OH:11])=[C:2]([O:13][CH3:12])[CH:7]=1, predict the reactants needed to synthesize it. (8) Given the product [O-2:17].[Fe+2:2].[C:3]([NH:18][C@H:19]([C:25]([O-:27])=[O:26])[CH2:20][CH2:21][C:22]([O-:24])=[O:23])(=[O:17])[CH2:4][CH2:5][CH2:6][CH2:7][CH2:8][CH2:9][CH2:10][CH2:11][CH2:12][CH2:13][CH2:14][CH2:15][CH3:16].[Al+3:31].[C:3]([NH:18][C@H:19]([C:25]([O-:27])=[O:26])[CH2:20][CH2:21][C:22]([O-:24])=[O:23])(=[O:17])[CH2:4][CH2:5][CH2:6][CH2:7][CH2:8][CH2:9][CH2:10][CH2:11][CH2:12][CH2:13][CH2:14][CH2:15][CH3:16].[C:3]([NH:18][C@H:19]([C:25]([O-:27])=[O:26])[CH2:20][CH2:21][C:22]([O-:24])=[O:23])(=[O:17])[CH2:4][CH2:5][CH2:6][CH2:7][CH2:8][CH2:9][CH2:10][CH2:11][CH2:12][CH2:13][CH2:14][CH2:15][CH3:16].[Al+3:31].[C:34]([O-:39])(=[O:38])[CH:35]([CH3:37])[OH:36].[Zn+2:46].[C:34]([O-:39])(=[O:38])[CH:35]([CH3:37])[OH:36], predict the reactants needed to synthesize it. The reactants are: [O-2].[Fe+2:2].[C:3]([NH:18][C@H:19]([C:25]([O-:27])=[O:26])[CH2:20][CH2:21][C:22]([O-:24])=[O:23])(=[O:17])[CH2:4][CH2:5][CH2:6][CH2:7][CH2:8][CH2:9][CH2:10][CH2:11][CH2:12][CH2:13][CH2:14][CH2:15][CH3:16].[Na+].[Na+].[Cl-].[Al+3:31].[Cl-].[Cl-].[C:34]([O-:39])(=[O:38])[CH:35]([CH3:37])[OH:36].[K+].S([O-])([O-])(=O)=O.[Zn+2:46].